Task: Predict the reaction yield, written as a fraction of the theoretical maximum amount of product (1.0 means a 100% yield; for example, 0.34 means a 34% yield).. Dataset: Reaction yield outcomes from USPTO patents with 853,638 reactions (1) The reactants are Br[C:2]1[CH:3]=[N:4][CH:5]=[C:6]([CH3:8])[CH:7]=1.CC(C)([O-])C.[Na+].[NH:15]1[CH2:19][CH2:18][C@H:17]([NH:20][C:21](=[O:27])[O:22][C:23]([CH3:26])([CH3:25])[CH3:24])[CH2:16]1.CC(OC1C=CC=C(OC(C)C)C=1C1C(P(C2CCCCC2)C2CCCCC2)=CC=CC=1)C. The catalyst is O1CCOCC1.C1C=CC(/C=C/C(/C=C/C2C=CC=CC=2)=O)=CC=1.C1C=CC(/C=C/C(/C=C/C2C=CC=CC=2)=O)=CC=1.C1C=CC(/C=C/C(/C=C/C2C=CC=CC=2)=O)=CC=1.[Pd].[Pd]. The product is [CH3:8][C:6]1[CH:7]=[C:2]([N:15]2[CH2:19][CH2:18][C@H:17]([NH:20][C:21](=[O:27])[O:22][C:23]([CH3:25])([CH3:24])[CH3:26])[CH2:16]2)[CH:3]=[N:4][CH:5]=1. The yield is 0.730. (2) The reactants are [Li+].[OH-:2].[Br:3][C:4]1[N:9]=[CH:8][C:7]([C:10]([CH3:14])([CH3:13])[C:11]#N)=[CH:6][CH:5]=1.C[OH:16]. The catalyst is O. The product is [Br:3][C:4]1[N:9]=[CH:8][C:7]([C:10]([CH3:14])([CH3:13])[C:11]([OH:16])=[O:2])=[CH:6][CH:5]=1. The yield is 0.960. (3) The reactants are [H-].[Na+].[Cl:3][C:4]1[C:5]2[CH:12]=[CH:11][NH:10][C:6]=2[N:7]=[CH:8][N:9]=1.[H][H].[C:15]1([S:21](Cl)(=[O:23])=[O:22])[CH:20]=[CH:19][CH:18]=[CH:17][CH:16]=1. The catalyst is CN(C)C=O.O. The product is [C:15]1([S:21]([N:10]2[C:6]3[N:7]=[CH:8][N:9]=[C:4]([Cl:3])[C:5]=3[CH:12]=[CH:11]2)(=[O:23])=[O:22])[CH:20]=[CH:19][CH:18]=[CH:17][CH:16]=1. The yield is 0.890.